This data is from Peptide-MHC class I binding affinity with 185,985 pairs from IEDB/IMGT. The task is: Regression. Given a peptide amino acid sequence and an MHC pseudo amino acid sequence, predict their binding affinity value. This is MHC class I binding data. (1) The peptide sequence is FLKVPAQNA. The MHC is HLA-A02:02 with pseudo-sequence HLA-A02:02. The binding affinity (normalized) is 0.186. (2) The MHC is HLA-B53:01 with pseudo-sequence HLA-B53:01. The binding affinity (normalized) is 0.555. The peptide sequence is FPHCLAFSYM. (3) The peptide sequence is LLGPVIGML. The MHC is HLA-A02:01 with pseudo-sequence HLA-A02:01. The binding affinity (normalized) is 0.872. (4) The MHC is HLA-A33:01 with pseudo-sequence HLA-A33:01. The binding affinity (normalized) is 0.0578. The peptide sequence is IVTDLENRLK. (5) The peptide sequence is TLYDRYLIH. The MHC is HLA-A03:01 with pseudo-sequence HLA-A03:01. The binding affinity (normalized) is 0.820. (6) The peptide sequence is WKFDSSLAF. The MHC is HLA-B58:01 with pseudo-sequence HLA-B58:01. The binding affinity (normalized) is 0. (7) The peptide sequence is AAAKAAAAV. The MHC is HLA-A02:03 with pseudo-sequence HLA-A02:03. The binding affinity (normalized) is 0.541.